This data is from Experimentally validated miRNA-target interactions with 360,000+ pairs, plus equal number of negative samples. The task is: Binary Classification. Given a miRNA mature sequence and a target amino acid sequence, predict their likelihood of interaction. (1) The miRNA is hsa-miR-4790-5p with sequence AUCGCUUUACCAUUCAUGUU. The protein sequence of the target gene is MALPSLGQDSWSLLRVFFFQLFLLPSLPPASGTGGQGPMPRVKYHAGDGHRALSFFQQKGLRDFDTLLLSDDGNTLYVGAREAVLALNIQNPGIPRLKNMIPWPASERKKTECAFKKKSNETQCFNFIRVLVSYNATHLYACGTFAFSPACTFIELQDSLLLPILIDKVMDGKGQSPFDPVHKHTAVLVDGMLYSGTMNNFLGSEPILMRTLGSQPVLKTDIFLRWLHADASFVAAIPSTQVVYFFFEETASEFDFFEELYISRVAQVCKNDVGGEKLLQKKWTTFLKAQLLCAQPGQLP.... Result: 0 (no interaction). (2) The miRNA is mmu-miR-297b-3p with sequence UAUACAUACACACAUACCCAUA. The protein sequence of the target gene is MVIQKEKKSCGQVVEEWKEFVWNPRTHQFMGRTGTSWAFILLFYLVFYGFLTAMFSLTMWVMLQTVSDHTPKYQDRLATPGLMIRPKTENLDVIVNISDTESWGQHVQKLNKFLEPYNDSIQAQKNDVCRPGRYYEQPDNGVLNYPKRACQFNRTQLGDCSGIGDPTHYGYSTGQPCVFIKMNRVINFYAGANQSMNVTCVGKRDEDAENLGHFVMFPANGSIDLMYFPYYGKKFHVNYTQPLVAVKFLNVTPNVEVNVECRINAANIATDDERDKFAGRVAFKLRINKT. Result: 0 (no interaction). (3) The miRNA is hsa-miR-8060 with sequence CCAUGAAGCAGUGGGUAGGAGGAC. The protein sequence of the target gene is MVVSAGPWSSEKAETNILEINEKLRPQLAENKQQFRNLKEKCFVTQLAGFLANRQKKYKYEECKDLIKFMLRNERQFKEEKLAEQLKQAEELRQYKVLVHSQERELTQLREKLREGRDASRSLNQHLQALLTPDKPDKSQGQDLQEQLAEGCRLAQQLFQKLSPENDEDEDEDVQVEEAEKVLESSAPREVQKAEESKVPEDSLEECAITCSNSHSPCDSNQPHKNINITFEEDKVNSTLVVDRESSHDECQDAVNILPVPGPTSSATNVSMVVSAGPLSSEKAEMNILEINEKLHPQLA.... Result: 1 (interaction). (4) The miRNA is dre-miR-200a-3p with sequence UAACACUGUCUGGUAACGAUGU. The protein sequence of the target gene is MPRRKQQAPRRAAAYVSDELKAAALVEDDVEPEEQAADGEPSAKYMCPEKELSKACPSYQNSPAAEFSSHEMDSESHISETSDRMADFESSSIKNEEETKEVQVPLEDTTVSDSLEQMKAVYNNFLSNSYWSNLNLNLHQPSSENNGGSSSSSSSSSSSCGSGSFDWHQSAMAKTLQQVSQNRMLPEPSLFSTVQLYRQSSKLYGSIFTGASKFRCKDCSAAYDTLVELTVHMNETGHYRDDNHETDNNNPKRWSKPRKRSLLEMEGKEDAQKVLKCMYCGHSFESLQDLSVHMIKTKHY.... Result: 0 (no interaction). (5) Result: 1 (interaction). The miRNA is hsa-miR-4722-5p with sequence GGCAGGAGGGCUGUGCCAGGUUG. The protein sequence of the target gene is MEQVAEGARVTAVPVSAADSTEELAEVEEGVGVVGEDNDAAARGAEAFGDSEEDGEDVFEVEKILDMKTEGGKVLYKVRWKGYTSDDDTWEPEIHLEDCKEVLLEFRKKIAENKAKAVRKDIQRLSLNNDIFEANSDSDQQSETKEDTSPKKKKKKLRQREEKSPDDLKKKKAKAGKLKDKSKPDLESSLESLVFDLRTKKRISEAKEELKESKKPKKDEVKETKELKKVKKGEIRDLKTKTREDPKENRKTKKEKFVESQVESESSVLNDSPFPEDDSEGLHSDSREEKQNTKSARERA....